This data is from Forward reaction prediction with 1.9M reactions from USPTO patents (1976-2016). The task is: Predict the product of the given reaction. (1) Given the reactants [NH2:1][C:2]1[CH:3]=[C:4]([C:8]2[C:9]([CH:29]3[CH2:31][CH2:30]3)=[N:10][C:11]([N:16]3[CH2:21][CH2:20][N:19]([C:22](=[O:27])[CH2:23][CH2:24][O:25][CH3:26])[C@H:18]([CH3:28])[CH2:17]3)=[C:12]([CH:15]=2)[C:13]#[N:14])[CH:5]=[CH:6][CH:7]=1.[Cl:32][CH2:33][C:34](Cl)=[O:35], predict the reaction product. The product is: [Cl:32][CH2:33][C:34]([NH:1][C:2]1[CH:7]=[CH:6][CH:5]=[C:4]([C:8]2[C:9]([CH:29]3[CH2:31][CH2:30]3)=[N:10][C:11]([N:16]3[CH2:21][CH2:20][N:19]([C:22](=[O:27])[CH2:23][CH2:24][O:25][CH3:26])[C@H:18]([CH3:28])[CH2:17]3)=[C:12]([C:13]#[N:14])[CH:15]=2)[CH:3]=1)=[O:35]. (2) Given the reactants [CH3:1][O:2][C:3](=[O:33])[C:4]1[CH:9]=[CH:8][C:7]([C:10]2[C:18]3[C:13](=[CH:14][C:15](Br)=[CH:16][CH:17]=3)[N:12]([C:20](=[O:32])[C:21]3[C:26]([C:27]([F:30])([F:29])[F:28])=[CH:25][CH:24]=[CH:23][C:22]=3[Cl:31])[N:11]=2)=[CH:6][CH:5]=1.[NH:34]1[CH2:37][CH:36]([OH:38])[CH2:35]1.CC(C1C=C(C(C)C)C(C2C=CC=CC=2P(C2CCCCC2)C2CCCCC2)=C(C(C)C)C=1)C.C([O-])([O-])=O.[Cs+].[Cs+], predict the reaction product. The product is: [CH3:1][O:2][C:3](=[O:33])[C:4]1[CH:9]=[CH:8][C:7]([C:10]2[C:18]3[C:13](=[CH:14][C:15]([N:34]4[CH2:37][CH:36]([OH:38])[CH2:35]4)=[CH:16][CH:17]=3)[N:12]([C:20](=[O:32])[C:21]3[C:26]([C:27]([F:30])([F:29])[F:28])=[CH:25][CH:24]=[CH:23][C:22]=3[Cl:31])[N:11]=2)=[CH:6][CH:5]=1.